Dataset: Catalyst prediction with 721,799 reactions and 888 catalyst types from USPTO. Task: Predict which catalyst facilitates the given reaction. (1) Reactant: [CH2:1]([O:3][C:4]1[N:9]=[C:8]([C:10](OC)=O)[CH:7]=[C:6]([C:14]2[CH:15]=[N:16][C:17]([NH:31][C:32]([NH:34][CH2:35][CH3:36])=[O:33])=[CH:18][C:19]=2[C:20]2[S:21][CH:22]=[C:23]([C:25]3[CH:30]=[CH:29][CH:28]=[CH:27][CH:26]=3)[N:24]=2)[CH:5]=1)[CH3:2].[OH-].[Li+].[C:39]([NH:42][NH2:43])(=[O:41])[CH3:40].P(Cl)(Cl)(Cl)=O.C(=O)(O)[O-].[Na+]. Product: [CH2:1]([O:3][C:4]1[CH:5]=[C:6]([C:14]2[CH:15]=[N:16][C:17]([NH:31][C:32]([NH:34][CH2:35][CH3:36])=[O:33])=[CH:18][C:19]=2[C:20]2[S:21][CH:22]=[C:23]([C:25]3[CH:30]=[CH:29][CH:28]=[CH:27][CH:26]=3)[N:24]=2)[CH:7]=[C:8]([C:10]2[O:41][C:39]([CH3:40])=[N:42][N:43]=2)[N:9]=1)[CH3:2]. The catalyst class is: 132. (2) Reactant: Br[C:2]1[S:3][C:4]2[CH:10]=[C:9]([CH2:11][N:12]3[C:16]4[CH:17]=[C:18]([O:23][CH3:24])[C:19]([O:21][CH3:22])=[CH:20][C:15]=4[N:14]=[CH:13]3)[CH:8]=[CH:7][C:5]=2[N:6]=1.[CH2:25]([O:27][C:28]1[CH:34]=[CH:33][CH:32]=[CH:31][C:29]=1[NH2:30])[CH3:26].CCN(C(C)C)C(C)C. Product: [CH3:22][O:21][C:19]1[C:18]([O:23][CH3:24])=[CH:17][C:16]2[N:12]([CH2:11][C:9]3[CH:8]=[CH:7][C:5]4[N:6]=[C:2]([NH:30][C:29]5[CH:31]=[CH:32][CH:33]=[CH:34][C:28]=5[O:27][CH2:25][CH3:26])[S:3][C:4]=4[CH:10]=3)[CH:13]=[N:14][C:15]=2[CH:20]=1. The catalyst class is: 44. (3) The catalyst class is: 10. Reactant: [F:1][C:2]1[C:11]2[O:10][CH2:9][CH:8]([CH2:12]OS(C3C=CC(C)=CC=3)(=O)=O)[O:7][C:6]=2[CH:5]=[C:4]([S:24]([CH3:27])(=[O:26])=[O:25])[CH:3]=1.[NH:28]1[CH2:32][CH2:31][CH2:30][CH2:29]1. Product: [F:1][C:2]1[C:11]2[O:10][CH2:9][CH:8]([CH2:12][N:28]3[CH2:32][CH2:31][CH2:30][CH2:29]3)[O:7][C:6]=2[CH:5]=[C:4]([S:24]([CH3:27])(=[O:25])=[O:26])[CH:3]=1.